Dataset: Forward reaction prediction with 1.9M reactions from USPTO patents (1976-2016). Task: Predict the product of the given reaction. (1) Given the reactants [Br:1][C:2]1[CH:38]=[CH:37][C:5]([CH2:6][N:7]2[C:11]3[CH:12]=[CH:13][C:14]([O:16][CH2:17][C:18]4C=C[C:25]5[C:20](=[CH:21][CH:22]=[CH:23][CH:24]=5)[N:19]=4)=[CH:15][C:10]=3[N:9]=[C:8]2[CH2:28][C:29]([CH3:36])([CH3:35])[C:30]([O:32][CH2:33][CH3:34])=[O:31])=[CH:4][CH:3]=1.BrC1C=CC(CN2C3C=CC(O)=CC=3N=C2CC(C)(C)C(OCC)=O)=CC=1.ClCC1[S:69]C2C=CC=CC=2N=1, predict the reaction product. The product is: [S:69]1[C:25]2[CH:24]=[CH:23][CH:22]=[CH:21][C:20]=2[N:19]=[C:18]1[CH2:17][O:16][C:14]1[CH:13]=[CH:12][C:11]2[N:7]([CH2:6][C:5]3[CH:37]=[CH:38][C:2]([Br:1])=[CH:3][CH:4]=3)[C:8]([CH2:28][C:29]([CH3:36])([CH3:35])[C:30]([O:32][CH2:33][CH3:34])=[O:31])=[N:9][C:10]=2[CH:15]=1. (2) Given the reactants [Cl:1][C:2]1[N:3]=[CH:4][C:5]2[N:11]([CH3:12])[C:10](=[O:13])[CH:9]([CH:14](O)[CH3:15])[CH2:8][N:7]([CH:17]3[CH2:21][CH2:20][CH2:19][CH2:18]3)[C:6]=2[N:22]=1.C(N(CC)CC)C.CS(Cl)(=O)=O.[H-].[Na+], predict the reaction product. The product is: [Cl:1][C:2]1[N:3]=[CH:4][C:5]2[N:11]([CH3:12])[C:10](=[O:13])[C:9](=[CH:14][CH3:15])[CH2:8][N:7]([CH:17]3[CH2:21][CH2:20][CH2:19][CH2:18]3)[C:6]=2[N:22]=1. (3) Given the reactants [NH2:1][C:2]1[CH:3]=[C:4]([C:8]2[N:9]([CH3:26])[C:10](=[O:25])[C:11]([O:18]C(=O)C(C)(C)C)=[C:12]([C:14]([O:16]C)=[O:15])[N:13]=2)[CH:5]=[CH:6][CH:7]=1.[C:27]1([C:36]2[CH:41]=[CH:40][CH:39]=[CH:38][CH:37]=2)[C:28]([N:33]=[C:34]=[O:35])=[CH:29][CH:30]=[CH:31][CH:32]=1, predict the reaction product. The product is: [C:27]1([C:36]2[CH:41]=[CH:40][CH:39]=[CH:38][CH:37]=2)[CH:32]=[CH:31][CH:30]=[CH:29][C:28]=1[NH:33][C:34]([NH:1][C:2]1[CH:3]=[C:4]([C:8]2[N:9]([CH3:26])[C:10](=[O:25])[C:11]([OH:18])=[C:12]([C:14]([OH:16])=[O:15])[N:13]=2)[CH:5]=[CH:6][CH:7]=1)=[O:35]. (4) The product is: [F:10][C:11]1[C:16]([F:17])=[CH:15][CH:14]=[CH:13][C:12]=1[C@@:18]([NH:23][S@@:24]([C:26]([CH3:29])([CH3:28])[CH3:27])=[O:25])([CH2:20][CH:21]=[O:22])[CH3:19]. Given the reactants C(N(CC)C(C)C)(C)C.[F:10][C:11]1[C:16]([F:17])=[CH:15][CH:14]=[CH:13][C:12]=1[C@@:18]([NH:23][S@@:24]([C:26]([CH3:29])([CH3:28])[CH3:27])=[O:25])([CH2:20][CH2:21][OH:22])[CH3:19].S(=O)(=O)=O.N1C=CC=CC=1.O, predict the reaction product. (5) The product is: [ClH:18].[NH2:2][C:1](=[NH:19])[C:3]1[CH:4]=[C:5]([N:9]2[CH2:14][CH2:13][CH2:12][CH2:11][C@H:10]2[C:15]([OH:17])=[O:16])[CH:6]=[CH:7][CH:8]=1. Given the reactants [C:1]([C:3]1[CH:4]=[C:5]([N:9]2[CH2:14][CH2:13][CH2:12][CH2:11][C@H:10]2[C:15]([OH:17])=[O:16])[CH:6]=[CH:7][CH:8]=1)#[N:2].[ClH:18].[NH2:19]O.[OH-].[K+].C(OC(=O)C)(=O)C, predict the reaction product. (6) Given the reactants O.Cl.Cl.NCC1(CC2C=CC=CC=2)CCN(CCCC2(C3C=CC([Cl:35])=C(Cl)C=3)CCCN([C:21](=[O:28])[C:22]3C=CC=C[CH:23]=3)C2)CC1.[NH2:44][CH2:45][C:46]1([CH2:77][C:78]2[CH:83]=[CH:82][CH:81]=[CH:80][CH:79]=2)[CH2:51][CH2:50][N:49]([CH2:52][CH2:53][CH2:54][C:55]2([C:69]3[CH:74]=[CH:73][C:72]([Cl:75])=[C:71]([Cl:76])[CH:70]=3)[CH2:60][CH2:59][CH2:58][N:57]([C:61](=[O:68])[C:62]3[CH:67]=[CH:66][CH:65]=[CH:64][CH:63]=3)[CH2:56]2)[CH2:48][CH2:47]1.Cl.Cl.C(N(CC)CC)C.C(Cl)(=O)CC.Cl, predict the reaction product. The product is: [ClH:35].[C:61]([N:57]1[CH2:58][CH2:59][CH2:60][C:55]([CH2:54][CH2:53][CH2:52][N:49]2[CH2:50][CH2:51][C:46]([CH2:77][C:78]3[CH:79]=[CH:80][CH:81]=[CH:82][CH:83]=3)([CH2:45][NH:44][C:21](=[O:28])[CH2:22][CH3:23])[CH2:47][CH2:48]2)([C:69]2[CH:74]=[CH:73][C:72]([Cl:75])=[C:71]([Cl:76])[CH:70]=2)[CH2:56]1)(=[O:68])[C:62]1[CH:67]=[CH:66][CH:65]=[CH:64][CH:63]=1. (7) Given the reactants [Cl:1][CH2:2][CH:3]1[C:11]2[C:10]3[CH:12]=[C:13]([S:16]([CH3:19])(=[O:18])=[O:17])[CH:14]=[CH:15][C:9]=3[CH:8]=[CH:7][C:6]=2[N:5](C(OC(C)(C)C)=O)[CH2:4]1.[N+:27]([O-])([O-:29])=[O:28].[K+].N, predict the reaction product. The product is: [Cl:1][CH2:2][CH:3]1[C:11]2[C:10]3[CH:12]=[C:13]([S:16]([CH3:19])(=[O:18])=[O:17])[CH:14]=[CH:15][C:9]=3[C:8]([N+:27]([O-:29])=[O:28])=[CH:7][C:6]=2[NH:5][CH2:4]1. (8) Given the reactants [CH3:1][N:2]([CH3:15])[CH:3]1[CH2:7][CH2:6][N:5](C(OC(C)(C)C)=O)[CH2:4]1.[ClH:16], predict the reaction product. The product is: [ClH:16].[CH3:1][N:2]([CH3:15])[CH:3]1[CH2:7][CH2:6][NH:5][CH2:4]1. (9) Given the reactants [Cl:1][C:2]1[C:7]2[C:8]([CH:11]3[CH2:13][CH2:12]3)=[N:9][O:10][C:6]=2[CH:5]=[C:4]([NH:14]C(C2C=CC=CC=2)(C2C=CC=CC=2)C2C=CC=CC=2)[C:3]=1[C:34](=[O:36])[CH3:35].C(O)(C(F)(F)F)=O, predict the reaction product. The product is: [NH2:14][C:4]1[C:3]([C:34](=[O:36])[CH3:35])=[C:2]([Cl:1])[C:7]2[C:8]([CH:11]3[CH2:13][CH2:12]3)=[N:9][O:10][C:6]=2[CH:5]=1. (10) Given the reactants C[Si]([N-:5][Si](C)(C)C)(C)C.[Na+].Cl[C:12]1[CH:17]=[C:16]([Cl:18])[N:15]=[C:14]([S:19][CH3:20])[N:13]=1.[NH2:21][C:22]1C=[CH:30][C:25]([C:26]([O:28][CH3:29])=[O:27])=[CH:24][CH:23]=1, predict the reaction product. The product is: [Cl:18][C:16]1[N:15]=[C:14]([S:19][CH3:20])[N:13]=[C:12]([NH:5][C:22]2[CH:23]=[CH:24][C:25]([C:26]([O:28][CH3:29])=[O:27])=[CH:30][N:21]=2)[CH:17]=1.